This data is from Reaction yield outcomes from USPTO patents with 853,638 reactions. The task is: Predict the reaction yield, written as a fraction of the theoretical maximum amount of product (1.0 means a 100% yield; for example, 0.34 means a 34% yield). (1) The reactants are [I:1][C:2]1[CH:3]=[CH:4][C:5]([CH3:9])=[C:6]([CH:8]=1)[NH2:7].N([O-])=O.[Na+].[N-:14]=[N+:15]=[N-].[Na+].C([O-])([O-])=O.[Na+].[Na+]. The catalyst is Cl.O.C(Cl)Cl. The product is [N:7]([C:6]1[CH:8]=[C:2]([I:1])[CH:3]=[CH:4][C:5]=1[CH3:9])=[N+:14]=[N-:15]. The yield is 0.640. (2) The reactants are [CH3:1][N:2]([CH3:34])[C:3]1[C:12]2[C:7](=[CH:8][CH:9]=[CH:10][CH:11]=2)[C:6]([C@H:13]2[N:17]3[C:18](=[O:30])[N:19]([CH2:22][CH2:23][N:24]4[CH2:29][CH2:28][O:27][CH2:26][CH2:25]4)[C:20](=[O:21])[C:16]43[CH2:31][NH:32][CH2:33][C@H:15]4[CH2:14]2)=[CH:5][CH:4]=1.[CH2:35]([O:37][C:38]1[CH:45]=[CH:44][C:41]([CH:42]=O)=[CH:40][C:39]=1[OH:46])[CH3:36].C(O[BH-](OC(=O)C)OC(=O)C)(=O)C.[Na+]. The catalyst is C(Cl)Cl.C(O)(=O)C.C(OCC)(=O)C.O. The product is [CH3:1][N:2]([CH3:34])[C:3]1[C:12]2[C:7](=[CH:8][CH:9]=[CH:10][CH:11]=2)[C:6]([C@H:13]2[N:17]3[C:18](=[O:30])[N:19]([CH2:22][CH2:23][N:24]4[CH2:25][CH2:26][O:27][CH2:28][CH2:29]4)[C:20](=[O:21])[C:16]43[CH2:31][N:32]([CH2:42][C:41]3[CH:44]=[CH:45][C:38]([O:37][CH2:35][CH3:36])=[C:39]([OH:46])[CH:40]=3)[CH2:33][C@H:15]4[CH2:14]2)=[CH:5][CH:4]=1. The yield is 0.200. (3) The product is [CH3:17][S:13]([C:3]1[CH:10]=[CH:9][C:6]([CH2:7][OH:8])=[CH:5][CH:4]=1)(=[O:15])=[O:12]. The catalyst is O. The yield is 0.580. The reactants are CS[C:3]1[CH:10]=[CH:9][C:6]([CH2:7][OH:8])=[CH:5][CH:4]=1.O[O:12][S:13]([O-:15])=O.[K+].[CH3:17]O. (4) The reactants are C(OC([NH:8][CH2:9][CH:10]1[CH2:15][CH2:14][N:13]([C:16]2[N:20]([CH3:21])[N:19]=[CH:18][C:17]=2[NH:22][C:23]([C:25]2[N:26]=[C:27](Br)[S:28][C:29]=2[NH:30]C(=O)OC(C)(C)C)=[O:24])[CH2:12][CH2:11]1)=O)CCC.[CH3:39][N:40]([CH3:50])[C:41]1[CH:42]=[C:43](B(O)O)[CH:44]=[CH:45][CH:46]=1. No catalyst specified. The product is [NH2:30][C:29]1[S:28][C:27]([C:45]2[CH:44]=[CH:43][CH:42]=[C:41]([N:40]([CH3:50])[CH3:39])[CH:46]=2)=[N:26][C:25]=1[C:23]([NH:22][C:17]1[CH:18]=[N:19][N:20]([CH3:21])[C:16]=1[N:13]1[CH2:12][CH2:11][CH:10]([CH2:9][NH2:8])[CH2:15][CH2:14]1)=[O:24]. The yield is 0.370. (5) The reactants are Cl[C:2]1[C:7]([C:8]([F:11])([F:10])[F:9])=[CH:6][N:5]=[C:4]([NH:12][C:13]2[CH:18]=[CH:17][C:16]([P:19]([CH3:22])([CH3:21])=[O:20])=[CH:15][CH:14]=2)[N:3]=1.C([N:25]([CH2:28][CH3:29])CC)C.Cl.N[C@H:32]1CC[O:34][CH2:33]1. The catalyst is C(O)C. The product is [CH3:21][P:19]([C:16]1[CH:17]=[CH:18][C:13]([NH:12][C:4]2[N:3]=[C:2]([NH:25][CH:28]3[CH2:29][CH2:32][CH2:33][O:34]3)[C:7]([C:8]([F:11])([F:10])[F:9])=[CH:6][N:5]=2)=[CH:14][CH:15]=1)([CH3:22])=[O:20]. The yield is 0.590.